From a dataset of Forward reaction prediction with 1.9M reactions from USPTO patents (1976-2016). Predict the product of the given reaction. Given the reactants [OH:1][C:2]1[CH:33]=[CH:32][C:5]([CH2:6][CH:7]2[C:16]3[C:11](=[CH:12][C:13]([O:19][CH3:20])=[C:14]([O:17][CH3:18])[CH:15]=3)[CH2:10][CH2:9][N:8]2[CH2:21][C:22]([NH:24][CH2:25][C:26]2[CH:31]=[CH:30][CH:29]=[CH:28][CH:27]=2)=[O:23])=[CH:4][C:3]=1[O:34][CH3:35].[CH:36](Br)([CH3:38])[CH3:37], predict the reaction product. The product is: [CH:36]([O:1][C:2]1[CH:33]=[CH:32][C:5]([CH2:6][CH:7]2[C:16]3[C:11](=[CH:12][C:13]([O:19][CH3:20])=[C:14]([O:17][CH3:18])[CH:15]=3)[CH2:10][CH2:9][N:8]2[CH2:21][C:22]([NH:24][CH2:25][C:26]2[CH:31]=[CH:30][CH:29]=[CH:28][CH:27]=2)=[O:23])=[CH:4][C:3]=1[O:34][CH3:35])([CH3:38])[CH3:37].